Dataset: Catalyst prediction with 721,799 reactions and 888 catalyst types from USPTO. Task: Predict which catalyst facilitates the given reaction. (1) Product: [Cl:27][C:28]1[CH:41]=[CH:40][C:31]([O:32][C:33]2[CH:38]=[CH:37][CH:36]=[CH:35][C:34]=2[NH:39][C:7](=[O:9])[CH2:6][CH:5]([NH:4][C:1](=[O:3])[CH3:2])[C:10]2[CH:15]=[CH:14][CH:13]=[CH:12][CH:11]=2)=[CH:30][CH:29]=1. The catalyst class is: 79. Reactant: [C:1]([NH:4][CH:5]([C:10]1[CH:15]=[CH:14][CH:13]=[CH:12][CH:11]=1)[CH2:6][C:7]([OH:9])=O)(=[O:3])[CH3:2].C(Cl)CCl.C(N(CC)CC)C.[Cl:27][C:28]1[CH:41]=[CH:40][C:31]([O:32][C:33]2[CH:38]=[CH:37][CH:36]=[CH:35][C:34]=2[NH2:39])=[CH:30][CH:29]=1. (2) Reactant: [C:1]1([C@@H:13]2[CH2:17][CH2:16][C@H:15]([NH:18]C(=O)OC(C)(C)C)[CH2:14]2)[N:5]2[C:6]3[CH:12]=[CH:11][NH:10][C:7]=3[N:8]=[CH:9][C:4]2=[N:3][N:2]=1.[ClH:26]. Product: [ClH:26].[C:1]1([C@@H:13]2[CH2:17][CH2:16][C@H:15]([NH2:18])[CH2:14]2)[N:5]2[C:6]3[CH:12]=[CH:11][NH:10][C:7]=3[N:8]=[CH:9][C:4]2=[N:3][N:2]=1. The catalyst class is: 12. (3) Reactant: Cl.[F:2][C:3]1[CH:28]=[CH:27][C:6]([C:7]([NH:9][C:10]2[S:11][C:12]3[C:18]([CH:19]4[CH2:24][CH2:23][NH:22][CH2:21][CH2:20]4)=[CH:17][CH:16]=[C:15]([O:25][CH3:26])[C:13]=3[N:14]=2)=[O:8])=[CH:5][CH:4]=1.C(N(CC)CC)C.[CH3:36][O:37][C:38](Cl)=[O:39].C(=O)(O)[O-].[Na+]. Product: [CH3:36][O:37][C:38]([N:22]1[CH2:21][CH2:20][CH:19]([C:18]2[C:12]3[S:11][C:10]([NH:9][C:7](=[O:8])[C:6]4[CH:5]=[CH:4][C:3]([F:2])=[CH:28][CH:27]=4)=[N:14][C:13]=3[C:15]([O:25][CH3:26])=[CH:16][CH:17]=2)[CH2:24][CH2:23]1)=[O:39]. The catalyst class is: 20. (4) Reactant: [CH2:1]([NH:4][C:5]([C:7]1[C:20]2[C:21]3=[C:22]4[C:17](=[CH:18][CH:19]=2)[CH:16]=[CH:15][CH:14]=[C:13]4[CH:12]=[CH:11][C:10]3=[CH:9][CH:8]=1)=[O:6])[C:2]#[CH:3].CCN(CC)CC. Product: [CH2:1]([NH2:4])[C:2]#[CH:3].[C:7]1([C:5]([NH2:4])=[O:6])[C:20]2[C:21]3=[C:22]4[C:17](=[CH:18][CH:19]=2)[CH:16]=[CH:15][CH:14]=[C:13]4[CH:12]=[CH:11][C:10]3=[CH:9][CH:8]=1. The catalyst class is: 441. (5) Reactant: C([O:3][C:4](=[O:17])[CH2:5][N:6]1[C:14]2[C:9](=[CH:10][C:11]([Cl:15])=[CH:12][CH:13]=2)[CH2:8][C:7]1=[O:16])C. Product: [Cl:15][C:11]1[CH:10]=[C:9]2[C:14](=[CH:13][CH:12]=1)[N:6]([CH2:5][C:4]([OH:17])=[O:3])[C:7](=[O:16])[CH2:8]2. The catalyst class is: 33. (6) Reactant: [C:1]([O:4][C:5](=[CH:10][C:11]1[CH:19]=[C:18]([CH3:20])[C:17]2[C:13](=[CH:14][N:15]([CH2:21][O:22][CH3:23])[N:16]=2)[CH:12]=1)[C:6]([O:8][CH3:9])=[O:7])(=[O:3])[CH3:2]. Product: [C:1]([O:4][C@H:5]([CH2:10][C:11]1[CH:19]=[C:18]([CH3:20])[C:17]2[C:13](=[CH:14][N:15]([CH2:21][O:22][CH3:23])[N:16]=2)[CH:12]=1)[C:6]([O:8][CH3:9])=[O:7])(=[O:3])[CH3:2]. The catalyst class is: 4. (7) The catalyst class is: 2. Product: [F:21][C:22]([F:27])([F:26])[C:11]([N:8]1[CH2:9][CH2:10][C@@H:6]([CH2:5][C:4]2[CH:18]=[CH:19][CH:20]=[C:2]([F:1])[CH:3]=2)[CH2:7]1)=[O:12]. Reactant: [F:1][C:2]1[CH:3]=[C:4]([CH:18]=[CH:19][CH:20]=1)[CH2:5][C@@H:6]1[CH2:10][CH2:9][N:8]([C:11](OC(C)(C)C)=[O:12])[CH2:7]1.[F:21][C:22]([F:27])([F:26])C(O)=O. (8) Reactant: [O:1]1[CH:5]=[CH:4][N:3]=[C:2]1[C:6]1[CH:20]=[CH:19][C:9]([O:10][C:11]2[CH:18]=[CH:17][C:14]([CH:15]=O)=[CH:13][CH:12]=2)=[CH:8][CH:7]=1.[C@H:21]12[CH2:27][C@H:24]([NH:25][CH2:26]1)[CH2:23][N:22]2[CH2:28][C:29]1[CH:38]=[CH:37][C:32]([C:33]([O:35][CH3:36])=[O:34])=[CH:31][CH:30]=1.C(O[BH-](OC(=O)C)OC(=O)C)(=O)C.[Na+].[OH-].[Na+]. Product: [O:1]1[CH:5]=[CH:4][N:3]=[C:2]1[C:6]1[CH:20]=[CH:19][C:9]([O:10][C:11]2[CH:18]=[CH:17][C:14]([CH2:15][N:25]3[CH2:26][C@@H:21]4[CH2:27][C@H:24]3[CH2:23][N:22]4[CH2:28][C:29]3[CH:38]=[CH:37][C:32]([C:33]([O:35][CH3:36])=[O:34])=[CH:31][CH:30]=3)=[CH:13][CH:12]=2)=[CH:8][CH:7]=1. The catalyst class is: 68.